This data is from Reaction yield outcomes from USPTO patents with 853,638 reactions. The task is: Predict the reaction yield, written as a fraction of the theoretical maximum amount of product (1.0 means a 100% yield; for example, 0.34 means a 34% yield). (1) The reactants are [C:1]1([C:6]2[CH:11]=[CH:10][C:9]([N+:12]([O-])=O)=[CH:8][CH:7]=2)[CH2:5][CH2:4][CH2:3][CH:2]=1. The catalyst is CO.ClCCl.[Pd]. The product is [CH:1]1([C:6]2[CH:7]=[CH:8][C:9]([NH2:12])=[CH:10][CH:11]=2)[CH2:2][CH2:3][CH2:4][CH2:5]1. The yield is 0.940. (2) The reactants are [F:1][C:2]1[CH:3]=[C:4]([C:9]2[N:14]=[C:13]([NH:15][CH2:16][CH2:17][C:18]3[CH:23]=[CH:22][CH:21]=[CH:20][N:19]=3)[C:12]([C:24]([OH:26])=O)=[CH:11][N:10]=2)[CH:5]=[CH:6][C:7]=1[F:8].C(Cl)(=O)C(Cl)=O.[NH2:33][CH2:34][C:35]1[CH:36]=[N:37][CH:38]=[CH:39][CH:40]=1. The catalyst is C(Cl)Cl.CN(C=O)C. The product is [F:1][C:2]1[CH:3]=[C:4]([C:9]2[N:14]=[C:13]([NH:15][CH2:16][CH2:17][C:18]3[CH:23]=[CH:22][CH:21]=[CH:20][N:19]=3)[C:12]([C:24]([NH:33][CH2:34][C:35]3[CH:36]=[N:37][CH:38]=[CH:39][CH:40]=3)=[O:26])=[CH:11][N:10]=2)[CH:5]=[CH:6][C:7]=1[F:8]. The yield is 0.290. (3) The reactants are [CH:1]1[C:9](=[N:10]O)[CH:8]=[CH:7][C:5](=[O:6])[C:3](=[O:4])[CH:2]=1.[Sn](Cl)Cl. The catalyst is C(O)C. The product is [CH:1]1[C:9]([NH2:10])=[CH:8][CH:7]=[C:5]([OH:6])[C:3](=[O:4])[CH:2]=1. The yield is 0.100. (4) The reactants are [CH2:1]([N:3]([CH2:20][CH3:21])[CH2:4][CH2:5][N:6]1[CH2:12][CH2:11][CH2:10][C:9]2[NH:13][C:14]([CH:17]=O)=[C:15]([CH3:16])[C:8]=2[C:7]1=[O:19])[CH3:2].[F:22][C:23]1[C:28]([F:29])=[CH:27][CH:26]=[CH:25][C:24]=1[C:30]1[CH:38]=[CH:37][CH:36]=[C:35]2[C:31]=1[CH2:32][C:33](=[O:39])[NH:34]2. No catalyst specified. The product is [CH2:1]([N:3]([CH2:20][CH3:21])[CH2:4][CH2:5][N:6]1[CH2:12][CH2:11][CH2:10][C:9]2[NH:13][C:14]([CH:17]=[C:32]3[C:31]4[C:35](=[CH:36][CH:37]=[CH:38][C:30]=4[C:24]4[CH:25]=[CH:26][CH:27]=[C:28]([F:29])[C:23]=4[F:22])[NH:34][C:33]3=[O:39])=[C:15]([CH3:16])[C:8]=2[C:7]1=[O:19])[CH3:2]. The yield is 0.614. (5) The reactants are COC1C=CC(C[NH:8][C:9]2[C:18]3[C:13](=[CH:14][CH:15]=[CH:16][CH:17]=3)[NH:12][C:11](=[O:19])[C:10]=2[C:20]([O:22][CH3:23])=[O:21])=CC=1. The catalyst is C(O)(C(F)(F)F)=O. The product is [NH2:8][C:9]1[C:18]2[C:13](=[CH:14][CH:15]=[CH:16][CH:17]=2)[NH:12][C:11](=[O:19])[C:10]=1[C:20]([O:22][CH3:23])=[O:21]. The yield is 0.420. (6) The reactants are Cl[C:2]1[C:7]([F:8])=[C:6]([N:9]2[CH2:14][CH2:13][N:12]([CH3:15])[C@H:11]([CH3:16])[CH2:10]2)[N:5]=[C:4]([CH3:17])[N:3]=1.O.[NH2:19][NH2:20]. The catalyst is CS(C)=O. The product is [CH3:16][C@H:11]1[N:12]([CH3:15])[CH2:13][CH2:14][N:9]([C:6]2[C:7]([F:8])=[C:2]([NH:19][NH2:20])[N:3]=[C:4]([CH3:17])[N:5]=2)[CH2:10]1. The yield is 0.330. (7) The reactants are [CH3:1][C:2]([CH3:31])([CH3:30])[CH2:3][C:4]([NH:6][C:7]1[C:8]([CH3:29])=[C:9](B(O)O)[C:10]2[O:14][CH2:13][CH:12]([C:15]3[CH:20]=[CH:19][C:18]([CH:21]([CH3:23])[CH3:22])=[CH:17][CH:16]=3)[C:11]=2[C:24]=1[CH3:25])=[O:5].Br[C:33]1[CH:34]=[C:35]([CH:39]=[CH:40][CH:41]=1)[N:36]([CH3:38])[CH3:37]. No catalyst specified. The product is [CH3:37][N:36]([CH3:38])[C:35]1[CH:34]=[C:33]([C:9]2[C:10]3[O:14][CH2:13][CH:12]([C:15]4[CH:20]=[CH:19][C:18]([CH:21]([CH3:22])[CH3:23])=[CH:17][CH:16]=4)[C:11]=3[C:24]([CH3:25])=[C:7]([NH:6][C:4](=[O:5])[CH2:3][C:2]([CH3:31])([CH3:30])[CH3:1])[C:8]=2[CH3:29])[CH:41]=[CH:40][CH:39]=1. The yield is 0.770. (8) The reactants are FC(F)(F)S(O[C:7]1[C:8]2[S:22](=[O:24])(=[O:23])[CH2:21][CH2:20][CH2:19][C:9]=2[N:10]=[C:11]([C:13]2[CH:18]=[CH:17][CH:16]=[CH:15][CH:14]=2)[N:12]=1)(=O)=O.[NH2:27][C:28]1[CH:33]=[CH:32][C:31]([CH2:34][C:35]([NH2:37])=[O:36])=[CH:30][CH:29]=1. No catalyst specified. The yield is 0.610. The product is [O:23]=[S:22]1(=[O:24])[C:8]2[C:7]([NH:27][C:28]3[CH:29]=[CH:30][C:31]([CH2:34][C:35]([NH2:37])=[O:36])=[CH:32][CH:33]=3)=[N:12][C:11]([C:13]3[CH:18]=[CH:17][CH:16]=[CH:15][CH:14]=3)=[N:10][C:9]=2[CH2:19][CH2:20][CH2:21]1. (9) No catalyst specified. The product is [Cl:1][C:2]1[CH:11]=[C:6]([CH2:7][OH:8])[CH:5]=[N:4][C:3]=1[O:12][CH2:13][C:14]([F:15])([F:16])[F:17]. The yield is 0.780. The reactants are [Cl:1][C:2]1[C:3]([O:12][CH2:13][C:14]([F:17])([F:16])[F:15])=[N:4][CH:5]=[C:6]([CH:11]=1)[C:7](OC)=[O:8].[H-]. (10) The reactants are [CH:1]([C:4]1[CH:9]=[CH:8][C:7]([CH:10]2[C:14]3[C:15]([CH3:30])=[C:16]([NH:21][C:22](=O)[O:23]CC(Cl)(Cl)Cl)[C:17]([CH3:20])=[C:18]([CH3:19])[C:13]=3[O:12][CH2:11]2)=[CH:6][CH:5]=1)([CH3:3])[CH3:2].[NH:31]1[CH2:35][CH2:34][CH2:33][CH2:32]1.C(N(C(C)C)CC)(C)C.O. The catalyst is CS(C)=O. The product is [CH:1]([C:4]1[CH:5]=[CH:6][C:7]([CH:10]2[C:14]3[C:15]([CH3:30])=[C:16]([NH:21][C:22]([N:31]4[CH2:35][CH2:34][CH2:33][CH2:32]4)=[O:23])[C:17]([CH3:20])=[C:18]([CH3:19])[C:13]=3[O:12][CH2:11]2)=[CH:8][CH:9]=1)([CH3:3])[CH3:2]. The yield is 0.440.